From a dataset of Forward reaction prediction with 1.9M reactions from USPTO patents (1976-2016). Predict the product of the given reaction. (1) Given the reactants [F:1][C:2]([F:22])([F:21])[C:3]1[CH:20]=[CH:19][C:6]([O:7][C:8]2[CH:13]=[CH:12][C:11]([NH:14][S:15]([CH3:18])(=[O:17])=[O:16])=[CH:10][CH:9]=2)=[CH:5][CH:4]=1.C([O-])([O-])=O.[K+].[K+].[C:29]([O:34][CH3:35])(=[O:33])[C@@H:30]1[O:32][CH2:31]1.CCOCC.O, predict the reaction product. The product is: [OH:32][C@@H:30]([C:29]([O:34][CH3:35])=[O:33])[CH2:31][N:14]([C:11]1[CH:12]=[CH:13][C:8]([O:7][C:6]2[CH:19]=[CH:20][C:3]([C:2]([F:1])([F:21])[F:22])=[CH:4][CH:5]=2)=[CH:9][CH:10]=1)[S:15]([CH3:18])(=[O:16])=[O:17]. (2) Given the reactants [CH:1]1[C:10]2[C:5](=[CH:6][CH:7]=[CH:8][CH:9]=2)[CH:4]=[CH:3][C:2]=1[CH2:11][C:12]1[O:13][C:14]([CH3:34])=[C:15]([CH3:33])[C:16]=1[C:17]([C:19]1[CH:24]=[C:23]([CH:25]([CH3:27])[CH3:26])[C:22]([O:28]C)=[C:21]([CH:30]([CH3:32])[CH3:31])[CH:20]=1)=[O:18].[B], predict the reaction product. The product is: [CH:1]1[C:10]2[C:5](=[CH:6][CH:7]=[CH:8][CH:9]=2)[CH:4]=[CH:3][C:2]=1[CH2:11][C:12]1[O:13][C:14]([CH3:34])=[C:15]([CH3:33])[C:16]=1[C:17]([C:19]1[CH:20]=[C:21]([CH:30]([CH3:31])[CH3:32])[C:22]([OH:28])=[C:23]([CH:25]([CH3:27])[CH3:26])[CH:24]=1)=[O:18]. (3) Given the reactants [N+]([C:3]1[CH:4]=[N:5][C:6]2[C:11]([CH:12]=1)=[CH:10][C:9]([CH2:13][C:14]1[CH:15]=[C:16]([CH:20]=[CH:21][N:22]=1)[C:17]([OH:19])=O)=[CH:8][CH:7]=2)#[C-].[Cl:23][C:24]1[C:32]2[C:27](=[CH:28][C:29]([F:35])=[C:30](NC)[CH:31]=2)[NH:26][CH:25]=1.C1C=CC2N(O)N=[N:42][C:40]=2C=1.C[CH2:47][N:48]=C=NCCCN(C)C.CCN(CC)CC, predict the reaction product. The product is: [Cl:23][C:24]1[C:32]2[C:27](=[CH:28][C:29]([F:35])=[C:30]([CH2:47][NH:48][C:17](=[O:19])[C:16]3[CH:20]=[CH:21][N:22]=[C:14]([CH2:13][C:9]4[CH:10]=[C:11]5[C:6](=[CH:7][CH:8]=4)[N:5]=[CH:4][C:3]([C:40]#[N:42])=[CH:12]5)[CH:15]=3)[CH:31]=2)[NH:26][CH:25]=1. (4) Given the reactants [Cl:1][C:2]1[CH:3]=[C:4]2[C:8](=[CH:9][C:10]=1[Cl:11])[NH:7][C:6]([CH:12]=[CH:13][CH2:14][OH:15])=[CH:5]2.C(OCC)C.[Na+].[Cl-], predict the reaction product. The product is: [Cl:1][C:2]1[CH:3]=[C:4]2[C:8](=[CH:9][C:10]=1[Cl:11])[NH:7][C:6](/[CH:12]=[CH:13]/[CH:14]=[O:15])=[CH:5]2. (5) Given the reactants [BH2:1][C:2]1[CH:7]=[C:6]([Cl:8])[CH:5]=[CH:4][C:3]=1[NH2:9].[C:10]([C:14]1[CH:19]=[CH:18][C:17]([S:20](Cl)(=[O:22])=[O:21])=[CH:16][CH:15]=1)([CH3:13])([CH3:12])[CH3:11], predict the reaction product. The product is: [BH2:1][C:2]1[CH:7]=[C:6]([Cl:8])[CH:5]=[CH:4][C:3]=1[NH:9][S:20]([C:17]1[CH:18]=[CH:19][C:14]([C:10]([CH3:13])([CH3:12])[CH3:11])=[CH:15][CH:16]=1)(=[O:22])=[O:21]. (6) Given the reactants C[N:2](C)/[CH:3]=[CH:4]/[C:5]([C:7]1[N:8]=[CH:9][N:10](C(C2C=CC=CC=2)(C2C=CC=CC=2)C2C=CC=CC=2)[CH:11]=1)=[O:6].ON, predict the reaction product. The product is: [NH:10]1[CH:11]=[C:7]([C:5]2[O:6][N:2]=[CH:3][CH:4]=2)[N:8]=[CH:9]1. (7) Given the reactants Cl[C:2]1[C:7]([N+:8]([O-:10])=[O:9])=[C:6]([Cl:11])[N:5]=[CH:4][N:3]=1.[CH:12]1([C:15]([N:17]2[CH2:21][CH2:20][C@@H:19]([CH2:22][NH2:23])[CH2:18]2)=[O:16])[CH2:14][CH2:13]1.C(N(CC)CC)C, predict the reaction product. The product is: [Cl:11][C:6]1[N:5]=[CH:4][N:3]=[C:2]([NH:23][CH2:22][C@@H:19]2[CH2:20][CH2:21][N:17]([C:15]([CH:12]3[CH2:13][CH2:14]3)=[O:16])[CH2:18]2)[C:7]=1[N+:8]([O-:10])=[O:9].